Dataset: Reaction yield outcomes from USPTO patents with 853,638 reactions. Task: Predict the reaction yield, written as a fraction of the theoretical maximum amount of product (1.0 means a 100% yield; for example, 0.34 means a 34% yield). (1) The reactants are [O:1]([C:8]1[CH:9]=[C:10]([N:14]2[CH2:22][CH2:21][C:16]3([NH:20][CH2:19][CH2:18][CH2:17]3)[CH2:15]2)[CH:11]=[N:12][CH:13]=1)[C:2]1[CH:7]=[CH:6][CH:5]=[CH:4][CH:3]=1.C=O.[C:25](=O)(O)[O-].[Na+]. The catalyst is C(O)=O. The product is [CH3:25][N:20]1[C:16]2([CH2:21][CH2:22][N:14]([C:10]3[CH:11]=[N:12][CH:13]=[C:8]([O:1][C:2]4[CH:3]=[CH:4][CH:5]=[CH:6][CH:7]=4)[CH:9]=3)[CH2:15]2)[CH2:17][CH2:18][CH2:19]1. The yield is 0.909. (2) The reactants are [C:1]([NH:4][C:5]1[C:14]2[C:9](=[CH:10][CH:11]=[CH:12][CH:13]=2)[C:8]([S:15]([OH:18])(=O)=[O:16])=[CH:7][CH:6]=1)(=[O:3])[CH3:2].[Cl:19]S(O)(=O)=O. No catalyst specified. The product is [C:1]([NH:4][C:5]1[C:14]2[C:9](=[CH:10][CH:11]=[CH:12][CH:13]=2)[C:8]([S:15]([Cl:19])(=[O:18])=[O:16])=[CH:7][CH:6]=1)(=[O:3])[CH3:2]. The yield is 0.870. (3) The reactants are [N+:1]([C:4]1[CH:9]=[CH:8][CH:7]=[CH:6][C:5]=1[S:10](Cl)(=[O:12])=[O:11])([O-:3])=[O:2].Cl.[CH2:15]([O:22][NH2:23])[C:16]1[CH:21]=[CH:20][CH:19]=[CH:18][CH:17]=1. The catalyst is N1C=CC=CC=1. The product is [CH2:15]([O:22][NH:23][S:10]([C:5]1[CH:6]=[CH:7][CH:8]=[CH:9][C:4]=1[N+:1]([O-:3])=[O:2])(=[O:12])=[O:11])[C:16]1[CH:21]=[CH:20][CH:19]=[CH:18][CH:17]=1. The yield is 0.626. (4) The reactants are [N+:1]([C:4]1[CH:12]=[CH:11][CH:10]=[CH:9][C:5]=1[C:6](Cl)=[O:7])([O-:3])=[O:2].[NH2:13][C:14]1[CH:19]=[CH:18][C:17]([Br:20])=[CH:16][N:15]=1.N1C=CC=CC=1. The catalyst is C(Cl)Cl. The product is [Br:20][C:17]1[CH:18]=[CH:19][C:14]([NH:13][C:6]([C:5]2[CH:9]=[CH:10][CH:11]=[CH:12][C:4]=2[N+:1]([O-:3])=[O:2])=[O:7])=[N:15][CH:16]=1. The yield is 0.770.